Dataset: NCI-60 drug combinations with 297,098 pairs across 59 cell lines. Task: Regression. Given two drug SMILES strings and cell line genomic features, predict the synergy score measuring deviation from expected non-interaction effect. (1) Drug 1: CCCCCOC(=O)NC1=NC(=O)N(C=C1F)C2C(C(C(O2)C)O)O. Drug 2: CC1CCC2CC(C(=CC=CC=CC(CC(C(=O)C(C(C(=CC(C(=O)CC(OC(=O)C3CCCCN3C(=O)C(=O)C1(O2)O)C(C)CC4CCC(C(C4)OC)O)C)C)O)OC)C)C)C)OC. Cell line: HCC-2998. Synergy scores: CSS=-1.90, Synergy_ZIP=0.761, Synergy_Bliss=3.73, Synergy_Loewe=1.84, Synergy_HSA=1.08. (2) Drug 1: C1C(C(OC1N2C=NC3=C(N=C(N=C32)Cl)N)CO)O. Drug 2: CN(CCCl)CCCl.Cl. Cell line: OVCAR-8. Synergy scores: CSS=40.9, Synergy_ZIP=-1.23, Synergy_Bliss=-2.56, Synergy_Loewe=-9.39, Synergy_HSA=-0.490. (3) Drug 1: CC1=C(C(=CC=C1)Cl)NC(=O)C2=CN=C(S2)NC3=CC(=NC(=N3)C)N4CCN(CC4)CCO. Drug 2: C1CN1C2=NC(=NC(=N2)N3CC3)N4CC4. Cell line: SNB-19. Synergy scores: CSS=28.7, Synergy_ZIP=-6.30, Synergy_Bliss=2.29, Synergy_Loewe=2.61, Synergy_HSA=3.62. (4) Drug 1: CN(CC1=CN=C2C(=N1)C(=NC(=N2)N)N)C3=CC=C(C=C3)C(=O)NC(CCC(=O)O)C(=O)O. Drug 2: CC1CCC2CC(C(=CC=CC=CC(CC(C(=O)C(C(C(=CC(C(=O)CC(OC(=O)C3CCCCN3C(=O)C(=O)C1(O2)O)C(C)CC4CCC(C(C4)OC)O)C)C)O)OC)C)C)C)OC. Cell line: M14. Synergy scores: CSS=23.5, Synergy_ZIP=-6.34, Synergy_Bliss=-2.72, Synergy_Loewe=-4.35, Synergy_HSA=-0.949.